This data is from Full USPTO retrosynthesis dataset with 1.9M reactions from patents (1976-2016). The task is: Predict the reactants needed to synthesize the given product. (1) The reactants are: [F:1][C:2]([F:23])([F:22])[C:3]1[CH:4]=[C:5]([CH:15]=[C:16]([C:18]([F:21])([F:20])[F:19])[CH:17]=1)[CH2:6][NH:7][C:8]1[N:13]=[CH:12][C:11]([Br:14])=[CH:10][N:9]=1.[CH2:24]([O:31][C:32]1[CH:37]=[CH:36][C:35]([C:38]2[CH:43]=[C:42]([CH:44]([CH3:46])[CH3:45])[CH:41]=[CH:40][C:39]=2[O:47][CH3:48])=[C:34]([CH2:49]Cl)[CH:33]=1)[C:25]1[CH:30]=[CH:29][CH:28]=[CH:27][CH:26]=1.[H-].[Na+].[Cl-].[NH4+]. Given the product [CH2:24]([O:31][C:32]1[CH:37]=[CH:36][C:35]([C:38]2[CH:43]=[C:42]([CH:44]([CH3:46])[CH3:45])[CH:41]=[CH:40][C:39]=2[O:47][CH3:48])=[C:34]([CH2:49][N:7]([CH2:6][C:5]2[CH:15]=[C:16]([C:18]([F:21])([F:20])[F:19])[CH:17]=[C:3]([C:2]([F:1])([F:22])[F:23])[CH:4]=2)[C:8]2[N:13]=[CH:12][C:11]([Br:14])=[CH:10][N:9]=2)[CH:33]=1)[C:25]1[CH:26]=[CH:27][CH:28]=[CH:29][CH:30]=1, predict the reactants needed to synthesize it. (2) Given the product [Br:1][C:2]1[CH:18]=[CH:17][C:5]2[C:6]3[N:10]([CH2:11][CH2:12][O:13][C:4]=2[CH:3]=1)[CH:9]=[C:8]([C:14]([NH2:21])=[O:15])[N:7]=3, predict the reactants needed to synthesize it. The reactants are: [Br:1][C:2]1[CH:18]=[CH:17][C:5]2[C:6]3[N:10]([CH2:11][CH2:12][O:13][C:4]=2[CH:3]=1)[CH:9]=[C:8]([C:14](O)=[O:15])[N:7]=3.CC[N:21]=C=NCCCN(C)C.C1C=CC2N(O)N=NC=2C=1.[Cl-].[NH4+].C(N(CC)CC)C. (3) Given the product [C:27]([C:23]1[CH:24]=[N:25][CH:26]=[C:21]([CH:17]2[CH2:18][CH2:19][CH2:20][N:16]2[CH3:15])[CH:22]=1)#[CH:1], predict the reactants needed to synthesize it. The reactants are: [C:1](O[K])(C)(C)C.P(=O)(OC=[N+]=[N-])OC.[CH3:15][N:16]1[CH2:20][CH2:19][CH2:18][C@H:17]1[C:21]1[CH:22]=[C:23]([CH:27]=O)[CH:24]=[N:25][CH:26]=1. (4) Given the product [CH:1]1([CH2:7][N:8]2[C:12]([C:13]3[N:21]4[C:16]([CH:17]=[CH:18][CH:19]=[CH:20]4)=[C:15]([S:22]([N:25]4[CH2:26][CH2:27][CH2:28][CH2:29][CH2:30]4)(=[O:23])=[O:24])[CH:14]=3)=[CH:11][C:10]([C:31]([NH:41][CH2:40][C:36]3([CH3:35])[CH2:39][O:38][CH2:37]3)=[O:33])=[C:9]2[CH3:34])[CH2:2][CH2:3][CH2:4][CH2:5][CH2:6]1, predict the reactants needed to synthesize it. The reactants are: [CH:1]1([CH2:7][N:8]2[C:12]([C:13]3[N:21]4[C:16]([CH:17]=[CH:18][CH:19]=[CH:20]4)=[C:15]([S:22]([N:25]4[CH2:30][CH2:29][CH2:28][CH2:27][CH2:26]4)(=[O:24])=[O:23])[CH:14]=3)=[CH:11][C:10]([C:31]([OH:33])=O)=[C:9]2[CH3:34])[CH2:6][CH2:5][CH2:4][CH2:3][CH2:2]1.[CH3:35][C:36]1([CH2:40][NH2:41])[CH2:39][O:38][CH2:37]1.CN(C(ON1N=NC2C=CC=NC1=2)=[N+](C)C)C.F[P-](F)(F)(F)(F)F.CCN(C(C)C)C(C)C. (5) Given the product [F:23][C:21]([F:22])([F:24])[C:16]1[CH:17]=[CH:18][CH:19]=[CH:20][C:15]=1[C:2]1[CH2:7][CH2:6][N:5]([C:8]([O:10][C:11]([CH3:12])([CH3:14])[CH3:13])=[O:9])[CH2:4][CH:3]=1, predict the reactants needed to synthesize it. The reactants are: O[C:2]1([C:15]2[CH:20]=[CH:19][CH:18]=[CH:17][C:16]=2[C:21]([F:24])([F:23])[F:22])[CH2:7][CH2:6][N:5]([C:8]([O:10][C:11]([CH3:14])([CH3:13])[CH3:12])=[O:9])[CH2:4][CH2:3]1.S(Cl)(Cl)=O. (6) Given the product [N:12]1([C:18]([O:11][C:6]2[C:5]3[C:9](=[CH:10][C:2]([F:1])=[CH:3][CH:4]=3)[N:8]([C:18]([N:12]3[CH2:17][CH2:16][S:15][CH2:14][CH2:13]3)=[O:19])[N:7]=2)=[O:19])[CH2:17][CH2:16][S:15][CH2:14][CH2:13]1, predict the reactants needed to synthesize it. The reactants are: [F:1][C:2]1[CH:10]=[C:9]2[C:5]([C:6]([OH:11])=[N:7][NH:8]2)=[CH:4][CH:3]=1.[N:12]1([C:18](Cl)=[O:19])[CH2:17][CH2:16][S:15][CH2:14][CH2:13]1. (7) Given the product [CH2:25]([N:24]1[C:19]2[CH:18]=[C:17]([O:16][CH2:15][CH2:14][N:11]3[CH2:10][CH2:9][NH:8][CH2:13][CH2:12]3)[CH:22]=[CH:21][C:20]=2[N:23]=[C:40]1[C:39]1[CH:42]=[CH:43][CH:44]=[C:37]([O:36][C:35]2[CH:45]=[CH:46][CH:47]=[C:33]([C:29]([CH3:32])([CH3:31])[CH3:30])[CH:34]=2)[CH:38]=1)[CH2:26][CH2:27][CH3:28], predict the reactants needed to synthesize it. The reactants are: C([N:8]1[CH2:13][CH2:12][N:11]([CH2:14][CH2:15][O:16][C:17]2[CH:22]=[CH:21][C:20]([NH2:23])=[C:19]([NH:24][CH2:25][CH2:26][CH2:27][CH3:28])[CH:18]=2)[CH2:10][CH2:9]1)(OC(C)(C)C)=O.[C:29]([C:33]1[CH:34]=[C:35]([CH:45]=[CH:46][CH:47]=1)[O:36][C:37]1[CH:38]=[C:39]([CH:42]=[CH:43][CH:44]=1)[CH:40]=O)([CH3:32])([CH3:31])[CH3:30].